This data is from Full USPTO retrosynthesis dataset with 1.9M reactions from patents (1976-2016). The task is: Predict the reactants needed to synthesize the given product. (1) Given the product [C:12]1([C@@H:10]([N:7]2[CH2:8][CH2:9][C@H:5]3[CH2:4][NH:3][C:2](=[O:1])[C@@H:6]23)[CH3:11])[CH:17]=[CH:16][CH:15]=[CH:14][CH:13]=1, predict the reactants needed to synthesize it. The reactants are: [O:1]=[C:2]1[C@@H:6]2[N:7]([C@H:10]([C:12]3[CH:17]=[CH:16][CH:15]=[CH:14][CH:13]=3)[CH3:11])[CH2:8][CH2:9][C@@H:5]2[CH2:4][N:3]1C(OC(C)(C)C)=O.FC(F)(F)C(O)=O. (2) Given the product [NH:14]1[C:15]2[C:11](=[CH:10][C:9](/[C:8](/[C:24]3[CH:25]=[CH:26][C:27](/[CH:30]=[CH:31]/[C:32]([O:34][CH2:35][CH3:36])=[O:33])=[CH:28][CH:29]=3)=[C:7](/[C:1]3[CH:6]=[CH:5][CH:4]=[CH:3][CH:2]=3)\[CH2:37][CH3:38])=[CH:17][CH:16]=2)[CH:12]=[N:13]1, predict the reactants needed to synthesize it. The reactants are: [C:1]1(/[C:7](/[CH2:37][CH3:38])=[C:8](\[C:24]2[CH:29]=[CH:28][C:27](/[CH:30]=[CH:31]/[C:32]([O:34][CH2:35][CH3:36])=[O:33])=[CH:26][CH:25]=2)/[C:9]2[CH:10]=[C:11]3[C:15](=[CH:16][CH:17]=2)[N:14](C2CCCCO2)[N:13]=[CH:12]3)[CH:6]=[CH:5][CH:4]=[CH:3][CH:2]=1.